Dataset: Reaction yield outcomes from USPTO patents with 853,638 reactions. Task: Predict the reaction yield, written as a fraction of the theoretical maximum amount of product (1.0 means a 100% yield; for example, 0.34 means a 34% yield). (1) The reactants are [O:1]1[CH:5]=[CH:4][C:3]([NH:6][CH2:7][CH2:8][O:9][C:10]2[C:17]([CH3:18])=[CH:16][C:13]([CH:14]=O)=[CH:12][C:11]=2[CH3:19])=[N:2]1.[NH2:20][C:21]1[CH:29]=[C:28]([O:30][CH3:31])[CH:27]=[C:26]([O:32][CH3:33])[C:22]=1[C:23]([NH2:25])=[O:24].OS([O-])=O.[Na+].CC1C=CC(S(O)(=O)=O)=CC=1. The catalyst is CC(N(C)C)=O. The product is [O:1]1[CH:5]=[CH:4][C:3]([NH:6][CH2:7][CH2:8][O:9][C:10]2[C:17]([CH3:18])=[CH:16][C:13]([C:14]3[NH:25][C:23](=[O:24])[C:22]4[C:21](=[CH:29][C:28]([O:30][CH3:31])=[CH:27][C:26]=4[O:32][CH3:33])[N:20]=3)=[CH:12][C:11]=2[CH3:19])=[N:2]1. The yield is 0.350. (2) The reactants are [CH3:1][O:2][C:3]1[CH:18]=[CH:17][C:6]([CH2:7][N:8]2[CH2:14][CH:13]([CH3:15])[CH2:12][O:11][CH2:10][C:9]2=O)=[CH:5][CH:4]=1.CO.[OH-].[Na+]. The catalyst is O1CCCC1. The product is [CH3:1][O:2][C:3]1[CH:4]=[CH:5][C:6]([CH2:7][N:8]2[CH2:14][CH:13]([CH3:15])[CH2:12][O:11][CH2:10][CH2:9]2)=[CH:17][CH:18]=1. The yield is 0.790. (3) The reactants are [NH2:1][C:2]1[C:7](OCC2C=CC=CC=2)=[CH:6][CH:5]=[CH:4][C:3]=1[NH:16][C:17]1[C:18]([CH3:45])=[C:19]([CH:42]=[CH:43][CH:44]=1)[CH2:20][N:21]([C:36](=[O:41])[C:37]([F:40])([F:39])[F:38])[C:22]1[CH:35]=[CH:34][C:25]2[C@H:26]([CH2:29][C:30]([O:32][CH3:33])=[O:31])[CH2:27][O:28][C:24]=2[CH:23]=1.[CH2:46]([O:48][C:49](OCC)(OCC)OCC)[CH3:47].C(O)(=[O:61])C. No catalyst specified. The product is [CH2:46]([O:48][C:49]1[N:16]([C:17]2[C:18]([CH3:45])=[C:19]([CH:42]=[CH:43][CH:44]=2)[CH2:20][N:21]([C:36](=[O:41])[C:37]([F:39])([F:38])[F:40])[C:22]2[CH:35]=[CH:34][C:25]3[C@H:26]([CH2:29][C:30]([O:32][CH3:33])=[O:31])[CH2:27][O:28][C:24]=3[CH:23]=2)[C:3]2[CH:4]=[CH:5][CH:6]=[C:7]([OH:61])[C:2]=2[N:1]=1)[CH3:47]. The yield is 0.660.